This data is from Full USPTO retrosynthesis dataset with 1.9M reactions from patents (1976-2016). The task is: Predict the reactants needed to synthesize the given product. (1) Given the product [NH2:14][C:13]1[CH:15]=[CH:16][N:9]([C:21]2[CH:22]=[CH:23][C:18]([F:17])=[CH:19][CH:20]=2)[C:10](=[O:11])[N:12]=1, predict the reactants needed to synthesize it. The reactants are: CN(CCN(C)C)C.[NH:9]1[CH:16]=[CH:15][C:13]([NH2:14])=[N:12][C:10]1=[O:11].[F:17][C:18]1[CH:23]=[CH:22][C:21](B(O)O)=[CH:20][CH:19]=1. (2) Given the product [OH:15][C@H:13]([CH3:14])[C@H:9]([NH:8][C:6](=[O:7])[O:5][C:1]([CH3:2])([CH3:3])[CH3:4])[C:10](=[O:12])[N:24]1[CH2:23][CH2:22][CH2:21][CH2:26]1, predict the reactants needed to synthesize it. The reactants are: [C:1]([O:5][C:6]([NH:8][C@@H:9]([C@H:13]([OH:15])[CH3:14])[C:10]([OH:12])=O)=[O:7])([CH3:4])([CH3:3])[CH3:2].CCN=C=N[CH2:21][CH2:22][CH2:23][N:24]([CH3:26])C.Cl.C1C=CC2N(O)N=NC=2C=1.CCN(C(C)C)C(C)C.N1CCCC1.